Dataset: Forward reaction prediction with 1.9M reactions from USPTO patents (1976-2016). Task: Predict the product of the given reaction. (1) Given the reactants [NH2:1][C@@H:2]([CH2:33][C:34]1[CH:39]=[CH:38][CH:37]=[CH:36][CH:35]=1)[C@@H:3]([OH:32])[CH2:4][C@@H:5]([NH:19][C:20]([C@@H:22]([NH:27][C:28](=[O:31])[O:29][CH3:30])[C:23]([CH3:26])([CH3:25])[CH3:24])=[O:21])[CH2:6][C:7]1[CH:12]=[CH:11][C:10]([C:13]2[CH:18]=[CH:17][CH:16]=[CH:15][N:14]=2)=[CH:9][CH:8]=1.[CH2:40]([N:47]1[CH2:51][CH2:50][N:49]([C@@H:52]([C:56]([CH3:59])([CH3:58])[CH3:57])[C:53](O)=[O:54])[C:48]1=[O:60])[C:41]1[CH:46]=[CH:45][CH:44]=[CH:43][CH:42]=1.CCOP(ON1N=NC2C=CC=CC=2C1=O)(OCC)=O.C(N(CC)C(C)C)(C)C, predict the reaction product. The product is: [CH2:40]([N:47]1[CH2:51][CH2:50][N:49]([C@@H:52]([C:56]([CH3:58])([CH3:57])[CH3:59])[C:53]([NH:1][C@@H:2]([CH2:33][C:34]2[CH:35]=[CH:36][CH:37]=[CH:38][CH:39]=2)[C@@H:3]([OH:32])[CH2:4][C@@H:5]([NH:19][C:20]([C@@H:22]([NH:27][C:28](=[O:31])[O:29][CH3:30])[C:23]([CH3:26])([CH3:25])[CH3:24])=[O:21])[CH2:6][C:7]2[CH:12]=[CH:11][C:10]([C:13]3[CH:18]=[CH:17][CH:16]=[CH:15][N:14]=3)=[CH:9][CH:8]=2)=[O:54])[C:48]1=[O:60])[C:41]1[CH:42]=[CH:43][CH:44]=[CH:45][CH:46]=1. (2) Given the reactants [Cl:1][C:2]1[CH:9]=[CH:8][CH:7]=[CH:6][C:3]=1[CH:4]=O.[NH2:10][C:11]1[CH:15]=[CH:14][NH:13][N:12]=1.O=[C:17]([CH2:23][CH2:24][CH3:25])[CH2:18][C:19]([O:21][CH3:22])=[O:20], predict the reaction product. The product is: [Cl:1][C:2]1[CH:9]=[CH:8][CH:7]=[CH:6][C:3]=1[CH:4]1[C:18]([C:19]([O:21][CH3:22])=[O:20])=[C:17]([CH2:23][CH2:24][CH3:25])[NH:10][C:11]2=[N:12][NH:13][CH:14]=[C:15]12. (3) Given the reactants [Cl:1][C:2]1[CH:36]=[CH:35][C:5]([CH2:6][N:7]2[C:15]3[C:14](=[O:16])[N:13]([CH2:17][CH2:18][CH2:19][O:20]C4CCCCO4)[C:12](=[O:27])[N:11]([CH3:28])[C:10]=3[N:9]=[C:8]2[CH2:29][CH2:30][CH2:31][O:32]CC)=[CH:4][CH:3]=1.C(Cl)(=O)C.CN1CCC(=C2C3C(=CC=CC=3)C=CC3C2=CC=CC=3)CC1, predict the reaction product. The product is: [Cl:1][C:2]1[CH:3]=[CH:4][C:5]([CH2:6][N:7]2[C:15]3[C:14](=[O:16])[N:13]([CH2:17][CH2:18][CH2:19][OH:20])[C:12](=[O:27])[N:11]([CH3:28])[C:10]=3[N:9]=[C:8]2[CH2:29][CH2:30][CH2:31][OH:32])=[CH:35][CH:36]=1. (4) Given the reactants Cl.C[O:3][C:4]([CH:6]1[CH2:13][CH:12]2[NH:14][CH:8]([CH2:9][CH2:10][CH2:11]2)[CH2:7]1)=[O:5].C(N(CC)CC)C.[F:22][C:23]1([F:46])[CH2:28][CH2:27][CH:26]([O:29][C:30]2[C:31]([C:42]([F:45])([F:44])[F:43])=[C:32]3[C:37](=[CH:38][CH:39]=2)[CH:36]=[C:35]([CH:40]=O)[CH:34]=[CH:33]3)[CH2:25][CH2:24]1.C(O[BH-](OC(=O)C)OC(=O)C)(=O)C.[Na+], predict the reaction product. The product is: [F:22][C:23]1([F:46])[CH2:28][CH2:27][CH:26]([O:29][C:30]2[C:31]([C:42]([F:43])([F:44])[F:45])=[C:32]3[C:37](=[CH:38][CH:39]=2)[CH:36]=[C:35]([CH2:40][N:14]2[CH:12]4[CH2:11][CH2:10][CH2:9][CH:8]2[CH2:7][CH:6]([C:4]([OH:3])=[O:5])[CH2:13]4)[CH:34]=[CH:33]3)[CH2:25][CH2:24]1. (5) Given the reactants Br[C:2]1[CH:3]=[C:4]([NH:10][C:11]2[CH:16]=[N:15][CH:14]=[CH:13][N:12]=2)[C:5](=[O:9])[N:6]([CH3:8])[CH:7]=1.[C:17]([O:20][CH2:21][C:22]1[C:23]([N:37]2[CH2:49][CH2:48][N:40]3[C:41]4[CH2:42][CH2:43][CH2:44][CH2:45][C:46]=4[CH:47]=[C:39]3[C:38]2=[O:50])=[N:24][CH:25]=[CH:26][C:27]=1B1OC(C)(C)C(C)(C)O1)(=[O:19])[CH3:18].C([O-])(=O)C.[Na+].C(#N)C, predict the reaction product. The product is: [C:17]([O:20][CH2:21][C:22]1[C:23]([N:37]2[CH2:49][CH2:48][N:40]3[C:41]4[CH2:42][CH2:43][CH2:44][CH2:45][C:46]=4[CH:47]=[C:39]3[C:38]2=[O:50])=[N:24][CH:25]=[CH:26][C:27]=1[C:2]1[CH:3]=[C:4]([NH:10][C:11]2[CH:16]=[N:15][CH:14]=[CH:13][N:12]=2)[C:5](=[O:9])[N:6]([CH3:8])[CH:7]=1)(=[O:19])[CH3:18].